Dataset: Catalyst prediction with 721,799 reactions and 888 catalyst types from USPTO. Task: Predict which catalyst facilitates the given reaction. (1) Reactant: [CH2:1]1[NH:5][C@H:4]([C:6]([OH:8])=[O:7])[CH:3]=[CH:2]1.C(=O)(O)[O-].[Na+].O1CCOCC1.[C:20]([O:24][C:25](O[C:25]([O:24][C:20]([CH3:23])([CH3:22])[CH3:21])=[O:26])=[O:26])([CH3:23])([CH3:22])[CH3:21]. Product: [C:20]([O:24][C:25]([N:5]1[CH2:1][CH:2]=[CH:3][C@H:4]1[C:6]([OH:8])=[O:7])=[O:26])([CH3:23])([CH3:22])[CH3:21]. The catalyst class is: 6. (2) Reactant: [Br:1][C:2]1[CH:3]=[C:4]([C:8]2([C:13]#[N:14])[CH2:11][C:10](=[O:12])[CH2:9]2)[CH:5]=[CH:6][CH:7]=1.[BH4-].[Na+]. Product: [Br:1][C:2]1[CH:3]=[C:4]([C:8]2([C:13]#[N:14])[CH2:11][CH:10]([OH:12])[CH2:9]2)[CH:5]=[CH:6][CH:7]=1. The catalyst class is: 61. (3) Reactant: Cl.[NH2:2][C@@H:3]([CH2:8][C:9]([F:12])([F:11])[CH3:10])[C:4]([O:6][CH3:7])=[O:5].[CH2:13]1[C:17]2([CH2:22][CH2:21][N:20]([S:23](Cl)(=[O:25])=[O:24])[CH2:19][CH2:18]2)[CH2:16][CH2:15][CH2:14]1. Product: [CH2:13]1[C:17]2([CH2:18][CH2:19][N:20]([S:23]([NH:2][C@@H:3]([CH2:8][C:9]([F:11])([F:12])[CH3:10])[C:4]([O:6][CH3:7])=[O:5])(=[O:25])=[O:24])[CH2:21][CH2:22]2)[CH2:16][CH2:15][CH2:14]1. The catalyst class is: 10. (4) Reactant: [Br:1][C:2]1[N:3]=[CH:4][C:5]([NH2:8])=[N:6][CH:7]=1.FC(F)(F)C(O[Si](C)(C)C)=O.[CH2:20](OC(OCC)OCC)C.[N:30]([Si](C)(C)C)=[N+:31]=[N-:32]. Product: [Br:1][C:2]1[CH:7]=[N:6][C:5]([N:8]2[CH:20]=[N:30][N:31]=[N:32]2)=[CH:4][N:3]=1. The catalyst class is: 13.